Dataset: Catalyst prediction with 721,799 reactions and 888 catalyst types from USPTO. Task: Predict which catalyst facilitates the given reaction. (1) Reactant: [N:1]1[C:6]2[CH:7]=[CH:8][CH:9]=[N:10][C:5]=2[C:4](O)=[N:3][CH:2]=1.C(Cl)(=O)C([Cl:15])=O. Product: [Cl:15][C:4]1[C:5]2[N:10]=[CH:9][CH:8]=[CH:7][C:6]=2[N:1]=[CH:2][N:3]=1. The catalyst class is: 59. (2) Reactant: C(N(CC)CC)C.Cl[C:9]1[CH:14]=[CH:13][C:12]([CH:15]2[CH2:20][CH2:19][CH:18]([C:21]([OH:23])=[O:22])[CH2:17][CH2:16]2)=[CH:11][CH:10]=1. Product: [C:12]1([C@H:15]2[CH2:16][CH2:17][C@H:18]([C:21]([OH:23])=[O:22])[CH2:19][CH2:20]2)[CH:13]=[CH:14][CH:9]=[CH:10][CH:11]=1. The catalyst class is: 19. (3) Reactant: [Cl:1][C:2]1[CH:7]=[CH:6][C:5]([C:8]2[C:14]3[CH:15]=[CH:16][CH:17]=[CH:18][C:13]=3[N:12]3[C:19]([CH3:22])=[N:20][N:21]=[C:11]3[CH:10]([CH2:23][C:24]([O:26]CC)=[O:25])[CH:9]=2)=[CH:4][CH:3]=1.[OH-].[Na+]. Product: [Cl:1][C:2]1[CH:7]=[CH:6][C:5]([C:8]2[C:14]3[CH:15]=[CH:16][CH:17]=[CH:18][C:13]=3[N:12]3[C:19]([CH3:22])=[N:20][N:21]=[C:11]3[CH:10]([CH2:23][C:24]([OH:26])=[O:25])[CH:9]=2)=[CH:4][CH:3]=1. The catalyst class is: 5. (4) The catalyst class is: 14. Product: [C:1]([O:5][C:6]([NH:8][C@H:9]1[CH2:13][CH2:12][N:11]([CH2:19][C:18]2[CH:21]=[CH:22][C:15]([F:14])=[CH:16][CH:17]=2)[CH2:10]1)=[O:7])([CH3:4])([CH3:2])[CH3:3]. Reactant: [C:1]([O:5][C:6]([NH:8][C@H:9]1[CH2:13][CH2:12][NH:11][CH2:10]1)=[O:7])([CH3:4])([CH3:3])[CH3:2].[F:14][C:15]1[CH:22]=[CH:21][C:18]([CH2:19]Br)=[CH:17][CH:16]=1.C(=O)([O-])[O-].[Cs+].[Cs+]. (5) Reactant: [OH:1]OS([O-])=O.[K+].[Br:7][C:8]1[CH:13]=[C:12]([CH2:14][S:15][CH3:16])[C:11]([F:17])=[CH:10][C:9]=1[O:18][CH3:19].[OH2:20]. Product: [Br:7][C:8]1[CH:13]=[C:12]([CH2:14][S:15]([CH3:16])(=[O:1])=[O:20])[C:11]([F:17])=[CH:10][C:9]=1[O:18][CH3:19]. The catalyst class is: 5.